From a dataset of Full USPTO retrosynthesis dataset with 1.9M reactions from patents (1976-2016). Predict the reactants needed to synthesize the given product. (1) Given the product [Cl:1][C:2]1[C:3]2[N:17]=[C:18]([NH:19][C:20]3[C:25]([Cl:26])=[CH:24][C:23]([Cl:27])=[CH:22][C:21]=3[Cl:28])[N:12]([CH2:13][CH2:14][CH2:15][OH:16])[C:4]=2[C:5]([C:6]([O:8][CH3:9])=[O:7])=[CH:10][CH:11]=1, predict the reactants needed to synthesize it. The reactants are: [Cl:1][C:2]1[CH:11]=[CH:10][C:5]([C:6]([O:8][CH3:9])=[O:7])=[C:4]([NH:12][CH2:13][CH2:14][CH2:15][OH:16])[C:3]=1[NH:17][C:18](=S)[NH:19][C:20]1[C:25]([Cl:26])=[CH:24][C:23]([Cl:27])=[CH:22][C:21]=1[Cl:28].Cl.C(N=C=NCCCN(C)C)C.C(N(CC)CC)C. (2) Given the product [NH2:23][C@@:13]1([C:4]2[CH:5]=[CH:6][C:7]([O:8][C:9]([F:12])([F:10])[F:11])=[C:2]([F:1])[CH:3]=2)[C:17]2=[N:18][CH:19]=[CH:20][CH:21]=[C:16]2[C:15](=[O:22])[CH2:14]1, predict the reactants needed to synthesize it. The reactants are: [F:1][C:2]1[CH:3]=[C:4]([C@:13]2([NH:23][S@@](C(C)(C)C)=O)[C:17]3=[N:18][CH:19]=[CH:20][CH:21]=[C:16]3[C:15](=[O:22])[CH2:14]2)[CH:5]=[CH:6][C:7]=1[O:8][C:9]([F:12])([F:11])[F:10].Cl.O1CCOCC1. (3) Given the product [F:1][C:2]1[CH:3]=[C:4]([CH:9]=[CH:10][C:11]=1[N:12]1[CH2:17][CH2:16][N:15]([CH3:18])[CH2:14][CH2:13]1)[C:5]([OH:7])=[O:6], predict the reactants needed to synthesize it. The reactants are: [F:1][C:2]1[CH:3]=[C:4]([CH:9]=[CH:10][C:11]=1[N:12]1[CH2:17][CH2:16][N:15]([CH3:18])[CH2:14][CH2:13]1)[C:5]([O:7]C)=[O:6].[OH-].[Na+]. (4) The reactants are: C([O:8][N:9]1[C:18]2[C:13](=[CH:14][CH:15]=[C:16]([C:19](=[O:29])[NH:20][O:21]CC3C=CC=CC=3)[CH:17]=2)[NH:12][C:11](=[O:30])[C:10]1=[O:31])C1C=CC=CC=1.O.[OH-].[Na+]. Given the product [OH:8][N:9]1[C:18]2[C:13](=[CH:14][CH:15]=[C:16]([C:19](=[O:29])[NH:20][OH:21])[CH:17]=2)[NH:12][C:11](=[O:30])[C:10]1=[O:31], predict the reactants needed to synthesize it.